Dataset: Forward reaction prediction with 1.9M reactions from USPTO patents (1976-2016). Task: Predict the product of the given reaction. (1) Given the reactants [Br:1][C:2]1[CH:3]=[C:4]([NH:8][C:9]2[C:18]3[C:17]([NH2:19])=[C:16]([O:20][CH3:21])[C:15]([O:22][CH3:23])=[CH:14][C:13]=3[N:12]=[CH:11][N:10]=2)[CH:5]=[CH:6][CH:7]=1.[C:24](N1C=CN=C1)(N1C=CN=C1)=[S:25], predict the reaction product. The product is: [Br:1][C:2]1[CH:3]=[C:4]([N:8]2[C:9]3[C:18]4[C:13]([N:12]=[CH:11][N:10]=3)=[CH:14][C:15]([O:22][CH3:23])=[C:16]([O:20][CH3:21])[C:17]=4[NH:19][C:24]2=[S:25])[CH:5]=[CH:6][CH:7]=1. (2) Given the reactants [CH2:1]([O:8][C@H:9]1[O:18][C@H:17]2[C@@H:12]([O:13][CH:14]([C:19]3[CH:24]=[CH:23][CH:22]=[CH:21][CH:20]=3)[O:15][CH2:16]2)[C@:11]([CH2:26]I)([OH:25])[C@@H:10]1[O:28][CH2:29][C:30]1[CH:35]=[CH:34][CH:33]=[CH:32][CH:31]=1)[C:2]1[CH:7]=[CH:6][CH:5]=[CH:4][CH:3]=1.C([SnH](CCCC)CCCC)CCC, predict the reaction product. The product is: [CH2:1]([O:8][C@H:9]1[O:18][C@H:17]2[C@@H:12]([O:13][CH:14]([C:19]3[CH:24]=[CH:23][CH:22]=[CH:21][CH:20]=3)[O:15][CH2:16]2)[C@:11]([CH3:26])([OH:25])[C@@H:10]1[O:28][CH2:29][C:30]1[CH:35]=[CH:34][CH:33]=[CH:32][CH:31]=1)[C:2]1[CH:3]=[CH:4][CH:5]=[CH:6][CH:7]=1. (3) Given the reactants [NH:1]1[CH2:5][CH2:4][CH2:3][C:2]1=[O:6].[H-].[Na+].Br[CH2:10][CH2:11][N:12]1[C:16](=[O:17])[C:15]2=[CH:18][CH:19]=[CH:20][CH:21]=[C:14]2[C:13]1=[O:22], predict the reaction product. The product is: [O:6]=[C:2]1[CH2:3][CH2:4][CH2:5][N:1]1[CH2:10][CH2:11][N:12]1[C:13](=[O:22])[C:14]2[C:15](=[CH:18][CH:19]=[CH:20][CH:21]=2)[C:16]1=[O:17]. (4) Given the reactants Br[CH2:2][C:3]([O:5][C:6]([CH3:9])([CH3:8])[CH3:7])=[O:4].[C:10](=O)([O-])[O-].[K+].[K+].[Cl:16][C:17]1[CH:22]=[CH:21][C:20]([Cl:23])=[CH:19][C:18]=1[CH:24]1[CH2:29][C:28](=[O:30])[NH:27][C:26]([CH3:31])=[C:25]1[C:32]([O-:34])=[O:33], predict the reaction product. The product is: [C:6]([O:5][C:3](=[O:4])[CH2:2][N:27]1[C:28](=[O:30])[CH2:29][CH:24]([C:18]2[CH:19]=[C:20]([Cl:23])[CH:21]=[CH:22][C:17]=2[Cl:16])[C:25]([C:32]([O:34][CH3:10])=[O:33])=[C:26]1[CH3:31])([CH3:9])([CH3:8])[CH3:7]. (5) Given the reactants [NH:1]([CH2:8][CH2:9][CH2:10][N:11]([CH3:13])[CH3:12])[CH2:2][CH2:3][CH2:4][N:5]([CH3:7])[CH3:6].[Cl-].[CH2:15]([O:17][C:18](=[O:24])/[CH:19]=[CH:20]/[C:21](O)=[O:22])[CH3:16].C([O-])(O)=O.[Na+], predict the reaction product. The product is: [CH2:15]([O:17][C:18](=[O:24])[CH:19]=[CH:20][C:21](=[O:22])[N:1]([CH2:2][CH2:3][CH2:4][N:5]([CH3:6])[CH3:7])[CH2:8][CH2:9][CH2:10][N:11]([CH3:13])[CH3:12])[CH3:16].